This data is from Reaction yield outcomes from USPTO patents with 853,638 reactions. The task is: Predict the reaction yield, written as a fraction of the theoretical maximum amount of product (1.0 means a 100% yield; for example, 0.34 means a 34% yield). (1) The reactants are Cl[C:2]1[C:11]2[C:6](=[CH:7][CH:8]=[CH:9][CH:10]=2)[CH:5]=[CH:4][N:3]=1.[C:12]([O:16][C:17]([N:19]1[CH2:24][CH2:23][NH:22][CH2:21][CH2:20]1)=[O:18])([CH3:15])([CH3:14])[CH3:13].C1CCN2C(=NCCC2)CC1. The catalyst is O. The product is [C:12]([O:16][C:17]([N:19]1[CH2:24][CH2:23][N:22]([C:2]2[C:11]3[C:6](=[CH:7][CH:8]=[CH:9][CH:10]=3)[CH:5]=[CH:4][N:3]=2)[CH2:21][CH2:20]1)=[O:18])([CH3:15])([CH3:13])[CH3:14]. The yield is 0.660. (2) The reactants are Br[C:2]1[CH:3]=[C:4]2[C:8](=[CH:9][CH:10]=1)[NH:7][N:6]=[C:5]2[C:11]#[N:12].[C:13]([O-:16])(=[O:15])C.[Na+].[CH3:18]N(C)C=O. The catalyst is CO.C1(P(C2C=CC=CC=2)[C-]2C=CC=C2)C=CC=CC=1.[C-]1(P(C2C=CC=CC=2)C2C=CC=CC=2)C=CC=C1.[Fe+2].[Pd](Cl)Cl. The product is [C:11]([C:5]1[C:4]2[C:8](=[CH:9][CH:10]=[C:2]([C:13]([O:16][CH3:18])=[O:15])[CH:3]=2)[NH:7][N:6]=1)#[N:12]. The yield is 0.680. (3) The reactants are [Br:1][C:2]1[CH:7]=[CH:6][C:5]([CH2:8][C:9](=[O:13])[C:10]([OH:12])=[O:11])=[CH:4][CH:3]=1.[CH2:14]1CCN2C(=NCCC2)CC1.IC. The catalyst is CN(C=O)C. The product is [Br:1][C:2]1[CH:3]=[CH:4][C:5]([CH2:8][C:9](=[O:13])[C:10]([O:12][CH3:14])=[O:11])=[CH:6][CH:7]=1. The yield is 0.680. (4) The reactants are BrC[B-](F)(F)F.[K+].[NH:8]1[CH2:13][CH2:12][CH2:11][CH2:10][CH2:9]1.Br[C:15]1[CH:40]=[CH:39][C:18]([C:19]([N:21]2[CH2:26][CH2:25][C:24]([CH2:28][N:29]3[C:34](=[O:35])[C:33]4=[CH:36][CH:37]=[CH:38][N:32]4[N:31]=[CH:30]3)([OH:27])[CH2:23][CH2:22]2)=[O:20])=[C:17]([Cl:41])[CH:16]=1.[C:42](=O)([O-])[O-].[Cs+].[Cs+].C1(P(C2CCCCC2)C2C(OC)=CC=C(OC)C=2C2C(C(C)C)=CC(C(C)C)=CC=2C(C)C)CCCCC1. The catalyst is O1CCOCC1.CO.CC(C1C=C(C(C)C)C(C2C=CC=C(P(C3CCCCC3)C3CCCCC3)C=2)=C(C(C)C)C=1)C.C1C=[C-]C(C2C(N)=CC=CC=2)=CC=1.Cl[Pd+].O. The product is [Cl:41][C:17]1[CH:16]=[C:15]([CH2:42][N:8]2[CH2:13][CH2:12][CH2:11][CH2:10][CH2:9]2)[CH:40]=[CH:39][C:18]=1[C:19]([N:21]1[CH2:26][CH2:25][C:24]([CH2:28][N:29]2[C:34](=[O:35])[C:33]3=[CH:36][CH:37]=[CH:38][N:32]3[N:31]=[CH:30]2)([OH:27])[CH2:23][CH2:22]1)=[O:20]. The yield is 0.100. (5) The yield is 0.820. The product is [C:19]([O:23][C:24](=[O:25])[NH:1][CH2:2][C:3]1[CH:18]=[CH:17][C:6]2[N:7]([CH2:12][CH2:13][CH2:14][CH2:15][F:16])[C:8]([CH2:10][OH:11])=[N:9][C:5]=2[CH:4]=1)([CH3:22])([CH3:21])[CH3:20]. The catalyst is CN(C=O)C. The reactants are [NH2:1][CH2:2][C:3]1[CH:18]=[CH:17][C:6]2[N:7]([CH2:12][CH2:13][CH2:14][CH2:15][F:16])[C:8]([CH2:10][OH:11])=[N:9][C:5]=2[CH:4]=1.[C:19]([O:23][C:24](OC([O-])=O)=[O:25])([CH3:22])([CH3:21])[CH3:20]. (6) The reactants are [N+:1]([C:4]1[CH:9]=[CH:8][C:7]([C@@H:10]2[CH2:14][CH2:13][C@@H:12]([C:15]3[CH:20]=[CH:19][C:18]([N+:21]([O-])=O)=[CH:17][CH:16]=3)[N:11]2[C:24]2[CH:29]=[C:28]([F:30])[C:27]([N:31]3[CH2:36][CH2:35][CH:34]([C:37]4[CH:42]=[CH:41][CH:40]=[CH:39][CH:38]=4)[CH2:33][CH2:32]3)=[C:26]([F:43])[CH:25]=2)=[CH:6][CH:5]=1)([O-])=O.[Cl-].[NH4+].C(OCC)(=O)C. The catalyst is C1COCC1.C(O)C.O.[Fe]. The product is [F:43][C:26]1[CH:25]=[C:24]([N:11]2[C@H:10]([C:7]3[CH:8]=[CH:9][C:4]([NH2:1])=[CH:5][CH:6]=3)[CH2:14][CH2:13][C@H:12]2[C:15]2[CH:16]=[CH:17][C:18]([NH2:21])=[CH:19][CH:20]=2)[CH:29]=[C:28]([F:30])[C:27]=1[N:31]1[CH2:36][CH2:35][CH:34]([C:37]2[CH:38]=[CH:39][CH:40]=[CH:41][CH:42]=2)[CH2:33][CH2:32]1. The yield is 1.00. (7) The reactants are [NH2:1][C:2]1[N:7]=[CH:6][N:5]=[C:4]2[N:8]([CH:12]([C:14]3[O:15][C:16]4[C:21]([C:22](=[O:30])[C:23]=3[C:24]3[CH:29]=[CH:28][CH:27]=[CH:26][CH:25]=3)=[CH:20][C:19]([F:31])=[CH:18][CH:17]=4)[CH3:13])[N:9]=[C:10](I)[C:3]=12.[CH3:32][C:33]1[C:41]2[C:36](=[CH:37][C:38](B3OC(C)(C)C(C)(C)O3)=[CH:39][CH:40]=2)[NH:35][N:34]=1.C(=O)([O-])[O-].[Na+].[Na+].ClCCl. The catalyst is CN(C=O)C.C(O)C.O. The product is [NH2:1][C:2]1[N:7]=[CH:6][N:5]=[C:4]2[N:8]([CH:12]([C:14]3[O:15][C:16]4[C:21]([C:22](=[O:30])[C:23]=3[C:24]3[CH:29]=[CH:28][CH:27]=[CH:26][CH:25]=3)=[CH:20][C:19]([F:31])=[CH:18][CH:17]=4)[CH3:13])[N:9]=[C:10]([C:38]3[CH:37]=[C:36]4[C:41]([C:33]([CH3:32])=[N:34][NH:35]4)=[CH:40][CH:39]=3)[C:3]=12. The yield is 0.150. (8) The reactants are C(O[C:4]([C:6]1[CH:20]=[CH:19][C:9]2[N:10]=[C:11]([NH:13][C:14]([NH:16][CH2:17][CH3:18])=[O:15])[S:12][C:8]=2[CH:7]=1)=[O:5])C.[C:21](#[N:23])[CH3:22].[Li+].C[Si]([N-][Si](C)(C)C)(C)C.C1COCC1. The catalyst is CN(C=O)C. The product is [C:21]([CH2:22][C:4]([C:6]1[CH:20]=[CH:19][C:9]2[N:10]=[C:11]([NH:13][C:14]([NH:16][CH2:17][CH3:18])=[O:15])[S:12][C:8]=2[CH:7]=1)=[O:5])#[N:23]. The yield is 0.540. (9) The reactants are [C:1](=O)=O.CC(C)=O.C([Li])CCC.CCCCCC.[CH2:19]([C@@H:26]1[C@@H:34]([O:35][CH2:36][CH2:37][C:38](=O)[CH3:39])[C@H:33]([CH3:41])[O:32][C:31](=[O:42])[C@@H:30]([NH:43][C:44](=[O:50])[O:45][C:46]([CH3:49])([CH3:48])[CH3:47])[CH2:29][O:28][CH2:27]1)[C:20]1[CH:25]=[CH:24][CH:23]=[CH:22][CH:21]=1. The catalyst is [Br-].C[P+](C1C=CC=CC=1)(C1C=CC=CC=1)C1C=CC=CC=1.C1COCC1. The product is [CH2:19]([C@@H:26]1[C@@H:34]([O:35][CH2:36][CH2:37][C:38]([CH3:1])=[CH2:39])[C@H:33]([CH3:41])[O:32][C:31](=[O:42])[C@@H:30]([NH:43][C:44](=[O:50])[O:45][C:46]([CH3:47])([CH3:49])[CH3:48])[CH2:29][O:28][CH2:27]1)[C:20]1[CH:21]=[CH:22][CH:23]=[CH:24][CH:25]=1. The yield is 0.220.